Dataset: Blood-brain barrier permeability classification from the B3DB database. Task: Regression/Classification. Given a drug SMILES string, predict its absorption, distribution, metabolism, or excretion properties. Task type varies by dataset: regression for continuous measurements (e.g., permeability, clearance, half-life) or binary classification for categorical outcomes (e.g., BBB penetration, CYP inhibition). Dataset: b3db_classification. (1) The molecule is C[C@@H]1C[C@H]2C3C[C@H](F)C4=CC(=O)C=C[C@]4(C)[C@@]3(Cl)[C@@H](O)C[C@]2(C)[C@H]1C(=O)COC(=O)C(C)(C)C. The result is 1 (penetrates BBB). (2) The drug is CN(C)CC/C=C1/c2ccccc2CNc2cc(Cl)ccc21. The result is 1 (penetrates BBB). (3) The molecule is CC1(C)O[C@@H]2CC3[C@@H]4C[C@H](F)C5=CC(=O)C=CC5(C)[C@H]4[C@@H](O)C[C@]3(C)[C@]2(C(=O)CO)O1. The result is 1 (penetrates BBB). (4) The drug is CC1=CC2C(C(O)CC3(C)C2CC(C)C3(O)C(=O)COC(=O)c2cccc(S(=O)(=O)O)c2)C2(C)Cc3cnn(-c4ccccc4)c3C=C12. The result is 1 (penetrates BBB). (5) The drug is CC(C)NNC(=O)COc1ccc(Cl)cc1. The result is 1 (penetrates BBB). (6) The drug is CNC(=O)N[C@@H](O)C(Cl)(Cl)Cl. The result is 1 (penetrates BBB).